This data is from Forward reaction prediction with 1.9M reactions from USPTO patents (1976-2016). The task is: Predict the product of the given reaction. (1) Given the reactants ClC1C=C2C(=CC=1)[N:7](S(C1C=CC=CC=1)(=O)=O)C(C(OCC)=O)=C2S(N1CCOC(COC2C=CC=CC=2)C1)(=O)=O.[Br:42][C:43]1[CH:44]=[C:45]2[C:49](=[CH:50][CH:51]=1)[N:48](S(C1C=CC=CC=1)(=O)=O)[C:47]([C:61](OCC)=[O:62])=[C:46]2[S:66]([N:69]1[CH2:74][CH2:73][O:72][CH:71]([CH2:75][O:76][C:77]2[CH:82]=[CH:81][CH:80]=[CH:79][CH:78]=2)[CH2:70]1)(=[O:68])=[O:67], predict the reaction product. The product is: [Br:42][C:43]1[CH:44]=[C:45]2[C:49](=[CH:50][CH:51]=1)[NH:48][C:47]([C:61]([NH2:7])=[O:62])=[C:46]2[S:66]([N:69]1[CH2:74][CH2:73][O:72][C@@H:71]([CH2:75][O:76][C:77]2[CH:78]=[CH:79][CH:80]=[CH:81][CH:82]=2)[CH2:70]1)(=[O:68])=[O:67]. (2) Given the reactants [Br:1][C:2]1[CH:12]=[CH:11][C:5]([C:6]([O:8][CH2:9][CH3:10])=[O:7])=[C:4]([CH:13](Br)Br)[CH:3]=1.[N+]([O-])([O-])=[O:17].[K+].S(=O)(=O)(O)O, predict the reaction product. The product is: [Br:1][C:2]1[CH:12]=[CH:11][C:5]([C:6]([O:8][CH2:9][CH3:10])=[O:7])=[C:4]([CH:13]=[O:17])[CH:3]=1. (3) Given the reactants C[Al](C)C.[Cl-].[NH4+:6].C.C[O:9][C:10]([C@@H:12]1[C@H:16]([CH3:17])[CH2:15][CH2:14][N:13]1[C@H:18]([C:20]1[CH:25]=[CH:24][CH:23]=[CH:22][CH:21]=1)[CH3:19])=O.Cl, predict the reaction product. The product is: [CH3:17][C@@H:16]1[CH2:15][CH2:14][N:13]([C@H:18]([C:20]2[CH:25]=[CH:24][CH:23]=[CH:22][CH:21]=2)[CH3:19])[C@@H:12]1[C:10]([NH2:6])=[O:9]. (4) Given the reactants [F:1][C:2]1[CH:10]=[C:9]([N+:11]([O-])=O)[C:8]([F:14])=[CH:7][C:3]=1[C:4]([OH:6])=[O:5], predict the reaction product. The product is: [NH2:11][C:9]1[C:8]([F:14])=[CH:7][C:3]([C:4]([OH:6])=[O:5])=[C:2]([F:1])[CH:10]=1. (5) Given the reactants Br[CH2:2][C:3]([C:5]1[CH:10]=[CH:9][CH:8]=[C:7]([Br:11])[N:6]=1)=[O:4].N([O-])=[O:13].[Na+], predict the reaction product. The product is: [Br:11][C:7]1[N:6]=[C:5]([C:3](=[O:4])[CH2:2][OH:13])[CH:10]=[CH:9][CH:8]=1. (6) Given the reactants [Br:1][C:2]1[CH:7]=[CH:6][C:5]([CH:8]([CH2:20][CH2:21][CH2:22][CH3:23])[CH2:9][C:10]([C:12]2[CH:13]=[CH:14][C:15](=[O:19])[N:16]([CH3:18])[CH:17]=2)=O)=[CH:4][CH:3]=1.Cl.[NH2:25][OH:26].C([O-])(O)=O.[Na+], predict the reaction product. The product is: [Br:1][C:2]1[CH:7]=[CH:6][C:5]([CH:8]([CH2:20][CH2:21][CH2:22][CH3:23])[CH2:9]/[C:10](/[C:12]2[CH:13]=[CH:14][C:15](=[O:19])[N:16]([CH3:18])[CH:17]=2)=[N:25]\[OH:26])=[CH:4][CH:3]=1.